Dataset: Catalyst prediction with 721,799 reactions and 888 catalyst types from USPTO. Task: Predict which catalyst facilitates the given reaction. (1) Reactant: [Cl:1][C:2]1[C:14]2[C:13]3[C:8](=[CH:9][CH:10]=[CH:11][CH:12]=3)[C@@:7]([C:16]([F:19])([F:18])[F:17])([OH:15])[C:6]=2[CH:5]=[C:4]([O:20][CH2:21][C@H:22]2[CH2:24][O:23]2)[CH:3]=1.C([BH-](CC)CC)C.[Li+].O1CCCC1.[Cl-].[NH4+]. Product: [Cl:1][C:2]1[C:14]2[C:13]3[C:8](=[CH:9][CH:10]=[CH:11][CH:12]=3)[C@@:7]([C:16]([F:19])([F:18])[F:17])([OH:15])[C:6]=2[CH:5]=[C:4]([O:20][CH2:21][C@H:22]([OH:23])[CH3:24])[CH:3]=1. The catalyst class is: 7. (2) Reactant: C(N(CC)CC)C.[N+:8]([C:11]1[N:12]=[C:13]2[N:18]([CH:19]=1)[CH2:17][CH2:16][C@H:15]([CH2:20][O:21][C:22]1[CH:27]=[CH:26][C:25]([N:28]3[CH2:33][CH2:32][NH:31][CH2:30][CH2:29]3)=[CH:24][CH:23]=1)[O:14]2)([O-:10])=[O:9].[F:34][C:35]([F:66])([F:65])[C:36]([F:64])([F:63])[C:37]([F:62])([F:61])[C:38]([F:60])([F:59])[S:39](O[S:39]([C:38]([F:60])([F:59])[C:37]([F:61])([F:62])[C:36]([F:63])([F:64])[C:35]([F:34])([F:65])[F:66])(=[O:40])=[O:41])(=[O:41])=[O:40].C(=O)([O-])O.[Na+]. Product: [N+:8]([C:11]1[N:12]=[C:13]2[N:18]([CH:19]=1)[CH2:17][CH2:16][C@H:15]([CH2:20][O:21][C:22]1[CH:27]=[CH:26][C:25]([N:28]3[CH2:33][CH2:32][N:31]([S:39]([C:38]([F:59])([F:60])[C:37]([F:61])([F:62])[C:36]([F:63])([F:64])[C:35]([F:66])([F:65])[F:34])(=[O:41])=[O:40])[CH2:30][CH2:29]3)=[CH:24][CH:23]=1)[O:14]2)([O-:10])=[O:9]. The catalyst class is: 2. (3) Reactant: [S:1]1[CH:5]=[CH:4][C:3]2[CH:6]=[C:7]([C@@H:10]([OH:39])[CH2:11][S:12][C@@H:13]3[C@@H:16]([C:17]4[CH:22]=[CH:21][C:20]([O:23][Si:24]([CH3:30])([CH3:29])[C:25]([CH3:28])([CH3:27])[CH3:26])=[CH:19][CH:18]=4)[N:15]([C:31]4[CH:36]=[CH:35][C:34]([I:37])=[CH:33][CH:32]=4)[C:14]3=[O:38])[CH:8]=[CH:9][C:2]1=2.N1C=CN=C1.[Si:45](Cl)([C:48]([CH3:51])([CH3:50])[CH3:49])([CH3:47])[CH3:46].O. Product: [S:1]1[CH:5]=[CH:4][C:3]2[CH:6]=[C:7]([C@@H:10]([O:39][Si:45]([CH3:47])([CH3:46])[C:48]([CH3:51])([CH3:50])[CH3:49])[CH2:11][S:12][C@@H:13]3[C@@H:16]([C:17]4[CH:22]=[CH:21][C:20]([O:23][Si:24]([CH3:30])([CH3:29])[C:25]([CH3:28])([CH3:26])[CH3:27])=[CH:19][CH:18]=4)[N:15]([C:31]4[CH:36]=[CH:35][C:34]([I:37])=[CH:33][CH:32]=4)[C:14]3=[O:38])[CH:8]=[CH:9][C:2]1=2. The catalyst class is: 9. (4) The catalyst class is: 54. Product: [F:45][C:46]([F:59])([F:58])[S:47]([O:23][C:24]1[CH:25]=[C:26]2[C:30](=[CH:31][CH:32]=1)[N:29]([C:9]([O:11][C:12]([CH3:13])([CH3:14])[CH3:15])=[O:10])[C:28]([C:33]([O:35][CH2:36][CH3:37])=[O:34])=[CH:27]2)(=[O:49])=[O:48]. Reactant: [C:9](O[C:9]([O:11][C:12]([CH3:15])([CH3:14])[CH3:13])=[O:10])([O:11][C:12]([CH3:15])([CH3:14])[CH3:13])=[O:10].C1(C[O:23][C:24]2[CH:25]=[C:26]3[C:30](=[CH:31][CH:32]=2)[NH:29][C:28]([C:33]([O:35][CH2:36][CH3:37])=[O:34])=[CH:27]3)C=CC=CC=1.C(N(CC)CC)C.[F:45][C:46]([F:59])([F:58])[S:47](O[S:47]([C:46]([F:59])([F:58])[F:45])(=[O:49])=[O:48])(=[O:49])=[O:48]. (5) Reactant: [CH:1]([N:4]1[C:8]([C:9]2[N:18]=[C:17]3[N:11]([CH2:12][CH2:13][O:14][C:15]4[CH:22]=[C:21]([CH2:23][OH:24])[CH:20]=[CH:19][C:16]=43)[CH:10]=2)=[N:7][CH:6]=[N:5]1)([CH3:3])[CH3:2].CC(OI1(OC(C)=O)(OC(C)=O)OC(=O)C2C=CC=CC1=2)=O. Product: [CH:1]([N:4]1[C:8]([C:9]2[N:18]=[C:17]3[N:11]([CH2:12][CH2:13][O:14][C:15]4[CH:22]=[C:21]([CH:23]=[O:24])[CH:20]=[CH:19][C:16]=43)[CH:10]=2)=[N:7][CH:6]=[N:5]1)([CH3:3])[CH3:2]. The catalyst class is: 2.